Dataset: Catalyst prediction with 721,799 reactions and 888 catalyst types from USPTO. Task: Predict which catalyst facilitates the given reaction. (1) Product: [CH3:34][O:33][C:31]1[CH:30]=[C:27]([CH:26]=[C:25]([O:24][CH3:23])[CH:32]=1)[CH2:28][N:7]1[C:8]2[C:4](=[CH:3][C:2]([F:1])=[CH:10][C:9]=2[CH2:11][CH2:12][C:13]2[CH:22]=[CH:21][C:16]([C:17]([O:19][CH3:20])=[O:18])=[CH:15][CH:14]=2)[CH2:5][CH2:6]1. The catalyst class is: 3. Reactant: [F:1][C:2]1[CH:3]=[C:4]2[C:8](=[C:9]([CH2:11][CH2:12][C:13]3[CH:22]=[CH:21][C:16]([C:17]([O:19][CH3:20])=[O:18])=[CH:15][CH:14]=3)[CH:10]=1)[NH:7][CH2:6][CH2:5]2.[CH3:23][O:24][C:25]1[CH:26]=[C:27]([CH:30]=[C:31]([O:33][CH3:34])[CH:32]=1)[CH2:28]Br.C([O-])([O-])=O.[K+].[K+]. (2) Reactant: Cl.[CH:2]1[C:15]2[NH:14][C:13]3[C:8](=[CH:9][CH:10]=[CH:11][CH:12]=3)[S:7][C:6]=2[CH:5]=[CH:4][C:3]=1[C:16]1[N:17]=[C:18]([CH2:21][NH2:22])[S:19][CH:20]=1.C(N(CC)CC)C.[CH3:30][O:31][C:32](Cl)=[O:33]. Product: [CH:2]1[C:15]2[NH:14][C:13]3[C:8](=[CH:9][CH:10]=[CH:11][CH:12]=3)[S:7][C:6]=2[CH:5]=[CH:4][C:3]=1[C:16]1[N:17]=[C:18]([CH2:21][NH:22][C:32](=[O:33])[O:31][CH3:30])[S:19][CH:20]=1. The catalyst class is: 12. (3) Reactant: [NH2:1][C:2]1[N:7]=[CH:6][N:5]=[C:4]2[N:8]([CH:24]3[CH2:29][CH2:28][CH2:27][N:26](C(OC(C)(C)C)=O)[CH2:25]3)[N:9]=[C:10]([C:11]3[CH:16]=[CH:15][C:14]([O:17][C:18]4[CH:23]=[CH:22][CH:21]=[CH:20][CH:19]=4)=[CH:13][CH:12]=3)[C:3]=12. Product: [O:17]([C:14]1[CH:13]=[CH:12][C:11]([C:10]2[C:3]3[C:4](=[N:5][CH:6]=[N:7][C:2]=3[NH2:1])[N:8]([CH:24]3[CH2:29][CH2:28][CH2:27][NH:26][CH2:25]3)[N:9]=2)=[CH:16][CH:15]=1)[C:18]1[CH:23]=[CH:22][CH:21]=[CH:20][CH:19]=1. The catalyst class is: 281. (4) Reactant: [Cl:1][C:2]1[CH:3]=[C:4]([C:8]2[N:9]=[CH:10][C:11]3[CH2:12][CH2:13][C:14]([CH3:26])([CH3:25])[C:15]4([C:21](=[O:22])[N:20]([CH3:23])[C:19](=O)[NH:18]4)[C:16]=3[CH:17]=2)[CH:5]=[CH:6][CH:7]=1.COC1C=CC(P2(SP(C3C=CC(OC)=CC=3)(=S)S2)=[S:36])=CC=1. Product: [Cl:1][C:2]1[CH:3]=[C:4]([C:8]2[N:9]=[CH:10][C:11]3[CH2:12][CH2:13][C:14]([CH3:26])([CH3:25])[C:15]4([C:21](=[O:22])[N:20]([CH3:23])[C:19](=[S:36])[NH:18]4)[C:16]=3[CH:17]=2)[CH:5]=[CH:6][CH:7]=1. The catalyst class is: 11. (5) Reactant: [CH3:1][O:2][C:3](=[O:40])[C@@H:4]([NH:24][C:25]([N:27]1[CH2:30][CH:29]([O:31][C:32](=[O:39])[C:33]2[CH:38]=[CH:37][CH:36]=[CH:35][CH:34]=2)[CH2:28]1)=[S:26])[CH2:5][O:6][Si](C(C)(C)C)(C1C=CC=CC=1)C1C=CC=CC=1.[F-].C([N+](CCCC)(CCCC)CCCC)CCC. Product: [CH3:1][O:2][C:3](=[O:40])[C@@H:4]([NH:24][C:25]([N:27]1[CH2:28][CH:29]([O:31][C:32](=[O:39])[C:33]2[CH:38]=[CH:37][CH:36]=[CH:35][CH:34]=2)[CH2:30]1)=[S:26])[CH2:5][OH:6]. The catalyst class is: 7. (6) Reactant: [CH3:1][C:2]1[CH:3]=[C:4]([N:19]2[CH:23]=[C:22]([CH:24]3[CH2:29][CH2:28][CH:27]([C:30]([O:32]CC)=[O:31])[CH2:26][CH2:25]3)[N:21]=[CH:20]2)[CH:5]=[C:6]([NH:8][C:9]2[N:14]=[C:13]([C:15]([F:18])([F:17])[F:16])[CH:12]=[CH:11][N:10]=2)[CH:7]=1.[OH-].[Na+].Cl. Product: [CH3:1][C:2]1[CH:3]=[C:4]([N:19]2[CH:23]=[C:22]([C@H:24]3[CH2:29][CH2:28][C@H:27]([C:30]([OH:32])=[O:31])[CH2:26][CH2:25]3)[N:21]=[CH:20]2)[CH:5]=[C:6]([NH:8][C:9]2[N:14]=[C:13]([C:15]([F:18])([F:16])[F:17])[CH:12]=[CH:11][N:10]=2)[CH:7]=1.[CH3:1][C:2]1[CH:3]=[C:4]([N:19]2[CH:23]=[C:22]([C@@H:24]3[CH2:29][CH2:28][C@H:27]([C:30]([OH:32])=[O:31])[CH2:26][CH2:25]3)[N:21]=[CH:20]2)[CH:5]=[C:6]([NH:8][C:9]2[N:14]=[C:13]([C:15]([F:18])([F:16])[F:17])[CH:12]=[CH:11][N:10]=2)[CH:7]=1. The catalyst class is: 24.